This data is from TCR-epitope binding with 47,182 pairs between 192 epitopes and 23,139 TCRs. The task is: Binary Classification. Given a T-cell receptor sequence (or CDR3 region) and an epitope sequence, predict whether binding occurs between them. (1) The epitope is NLVPMVATV. The TCR CDR3 sequence is CASSVLGGNYGYTF. Result: 0 (the TCR does not bind to the epitope). (2) The epitope is YIFFASFYY. The TCR CDR3 sequence is CASSGLGGPYEQYF. Result: 0 (the TCR does not bind to the epitope). (3) The epitope is SEVGPEHSLAEY. The TCR CDR3 sequence is CSVDQDGIGELFF. Result: 0 (the TCR does not bind to the epitope). (4) The epitope is RLDKVEAEV. The TCR CDR3 sequence is CASSFYPITRGGKTGELFF. Result: 0 (the TCR does not bind to the epitope). (5) The epitope is TEILPVSMTK. The TCR CDR3 sequence is CASSVASYNSPLHF. Result: 0 (the TCR does not bind to the epitope). (6) The epitope is HTTDPSFLGRY. The TCR CDR3 sequence is CASRHDKSQETQYF. Result: 1 (the TCR binds to the epitope). (7) The epitope is FLASKIGRLV. The TCR CDR3 sequence is CASSYGGNIQYF. Result: 0 (the TCR does not bind to the epitope). (8) The epitope is LLLGIGILV. The TCR CDR3 sequence is CASSLVWTGEETQYF. Result: 1 (the TCR binds to the epitope).